From a dataset of Catalyst prediction with 721,799 reactions and 888 catalyst types from USPTO. Predict which catalyst facilitates the given reaction. (1) Reactant: O[CH2:2][C:3]1[N:7]([C:8]2[CH:9]=[C:10]([C:14]3[CH2:20][C:19](=[O:21])[NH:18][C:17]4[CH:22]=[C:23]([CH3:32])[C:24]([N:26]([CH2:28][CH:29]([CH3:31])[CH3:30])[CH3:27])=[CH:25][C:16]=4[N:15]=3)[CH:11]=[CH:12][CH:13]=2)[N:6]=[N:5][CH:4]=1.S(Cl)(Cl)=O.[Cl-].[CH:38]1([CH2:41][NH2:42])[CH2:40][CH2:39]1. Product: [CH:38]1([CH2:41][NH:42][CH2:2][C:3]2[N:7]([C:8]3[CH:9]=[C:10]([C:14]4[CH2:20][C:19](=[O:21])[NH:18][C:17]5[CH:22]=[C:23]([CH3:32])[C:24]([N:26]([CH2:28][CH:29]([CH3:31])[CH3:30])[CH3:27])=[CH:25][C:16]=5[N:15]=4)[CH:11]=[CH:12][CH:13]=3)[N:6]=[N:5][CH:4]=2)[CH2:40][CH2:39]1. The catalyst class is: 139. (2) Reactant: [Cl:1][C:2]1[CH:7]=[CH:6][C:5]([NH:8][C:9](=[O:43])[CH2:10][C@@H:11]([C:23]2[C:27]([CH:28]3[CH2:30][CH2:29]3)=[C:26]([C:31]3[CH:35]=[C:34]([C:36]([F:42])([F:41])[C:37]([CH3:40])([CH3:39])[CH3:38])[O:33][N:32]=3)[O:25][N:24]=2)[CH2:12][CH2:13][CH2:14][O:15]CC2C=CC=CC=2)=[C:4]([F:44])[CH:3]=1.B(Br)(Br)Br. Product: [Cl:1][C:2]1[CH:7]=[CH:6][C:5]([NH:8][C:9](=[O:43])[CH2:10][C@@H:11]([C:23]2[C:27]([CH:28]3[CH2:29][CH2:30]3)=[C:26]([C:31]3[CH:35]=[C:34]([C:36]([F:41])([F:42])[C:37]([CH3:39])([CH3:40])[CH3:38])[O:33][N:32]=3)[O:25][N:24]=2)[CH2:12][CH2:13][CH2:14][OH:15])=[C:4]([F:44])[CH:3]=1. The catalyst class is: 4. (3) Reactant: [CH3:1][N:2]([CH3:34])[C:3]1([C:28]2[CH:33]=[CH:32][CH:31]=[CH:30][CH:29]=2)[CH2:8][CH2:7][CH:6]([CH2:9][NH:10][C:11]([N:13]2[CH2:18][CH2:17][CH2:16][CH:15]([C:19]3[C:27]4[C:22](=[CH:23][CH:24]=[CH:25][CH:26]=4)[NH:21][CH:20]=3)[CH2:14]2)=[O:12])[CH2:5][CH2:4]1.[C:35]([OH:47])(=[O:46])[CH2:36][C:37]([CH2:42][C:43]([OH:45])=[O:44])([C:39]([OH:41])=[O:40])[OH:38]. Product: [C:35]([OH:47])(=[O:46])[CH2:36][C:37]([CH2:42][C:43]([OH:45])=[O:44])([C:39]([OH:41])=[O:40])[OH:38].[CH3:1][N:2]([CH3:34])[C:3]1([C:28]2[CH:29]=[CH:30][CH:31]=[CH:32][CH:33]=2)[CH2:8][CH2:7][CH:6]([CH2:9][NH:10][C:11]([N:13]2[CH2:18][CH2:17][CH2:16][CH:15]([C:19]3[C:27]4[C:22](=[CH:23][CH:24]=[CH:25][CH:26]=4)[NH:21][CH:20]=3)[CH2:14]2)=[O:12])[CH2:5][CH2:4]1. The catalyst class is: 8. (4) The catalyst class is: 123. Product: [NH2:27][C@@H:11]([CH2:12][C:13]1[CH:14]=[CH:15][C:16]([OH:19])=[CH:17][CH:18]=1)[C@@H:10]([OH:42])[CH2:9][C@@H:8]([NH:43][C:44](=[O:50])[O:45][C:46]([CH3:49])([CH3:48])[CH3:47])[CH2:1][C:2]1[CH:7]=[CH:6][CH:5]=[CH:4][CH:3]=1. Reactant: [CH2:1]([C@H:8]([NH:43][C:44](=[O:50])[O:45][C:46]([CH3:49])([CH3:48])[CH3:47])[CH2:9][C@H:10]([OH:42])[C@@H:11]([N:27](CC1C=CC=CC=1)CC1C=CC=CC=1)[CH2:12][C:13]1[CH:18]=[CH:17][C:16]([O:19]CC2C=CC=CC=2)=[CH:15][CH:14]=1)[C:2]1[CH:7]=[CH:6][CH:5]=[CH:4][CH:3]=1.C([O-])=O.[NH4+]. (5) Reactant: C[O:2][C:3]1(OC)[CH2:7][CH2:6][CH:5]([CH2:8][CH2:9][OH:10])[CH2:4]1.C1(C)C=CC(S(O)(=O)=O)=CC=1. Product: [OH:10][CH2:9][CH2:8][CH:5]1[CH2:6][CH2:7][C:3](=[O:2])[CH2:4]1. The catalyst class is: 28. (6) Reactant: [S:1]1[CH:5]=[CH:4][N:3]=[C:2]1[CH:6]=O.[NH2:8][C:9]1[CH:14]=[CH:13][C:12]([NH:15][C:16]([C:18]2[C:19]([C:24]3[CH:29]=[CH:28][C:27]([C:30]([F:33])([F:32])[F:31])=[CH:26][CH:25]=3)=[CH:20][CH:21]=[CH:22][CH:23]=2)=[O:17])=[CH:11][CH:10]=1.S([O-])([O-])(=O)=O.[Mg+2]. Product: [S:1]1[CH:5]=[CH:4][N:3]=[C:2]1[CH:6]=[N:8][C:9]1[CH:14]=[CH:13][C:12]([NH:15][C:16]([C:18]2[C:19]([C:24]3[CH:29]=[CH:28][C:27]([C:30]([F:31])([F:32])[F:33])=[CH:26][CH:25]=3)=[CH:20][CH:21]=[CH:22][CH:23]=2)=[O:17])=[CH:11][CH:10]=1. The catalyst class is: 7. (7) Reactant: CC(C)=O.[CH3:5][O:6][C:7]1[CH:8]=[CH:9][CH:10]=[CH:11][C:12]=1[O:13][CH2:14][CH2:15][NH:16][CH2:17][CH:18]([OH:34])[CH2:19][O:20][C:21]1[CH:22]=[CH:23][CH:24]=[C:25]2[NH:33][C:32]3[CH:31]=[CH:30][CH:29]=[CH:28][C:27]=3[C:26]=12.[C:35]([OH:42])(=[O:41])/[CH:36]=[CH:37]\[C:38]([OH:40])=[O:39]. Product: [CH3:5][O:6][C:7]1[CH:8]=[CH:9][CH:10]=[CH:11][C:12]=1[O:13][CH2:14][CH2:15][NH:16][CH2:17][CH:18]([OH:34])[CH2:19][O:20][C:21]1[CH:22]=[CH:23][CH:24]=[C:25]2[NH:33][C:32]3[CH:31]=[CH:30][CH:29]=[CH:28][C:27]=3[C:26]=12.[C:35]([O-:42])(=[O:41])/[CH:36]=[CH:37]\[C:38]([O-:40])=[O:39]. The catalyst class is: 6. (8) Reactant: Br[C:2]1[CH:3]=[C:4]([CH:7]=[CH:8][C:9]=1[F:10])[C:5]#[N:6].[F:11][C:12]([F:24])([F:23])[O:13][C:14]1[CH:19]=[CH:18][C:17](B(O)O)=[CH:16][CH:15]=1.C(=O)(O)[O-].[Na+]. Product: [F:10][C:9]1[C:2]([C:17]2[CH:16]=[CH:15][C:14]([O:13][C:12]([F:11])([F:23])[F:24])=[CH:19][CH:18]=2)=[CH:3][C:4]([C:5]#[N:6])=[CH:7][CH:8]=1. The catalyst class is: 235. (9) Reactant: [C:1]([O:5][C:6]([N:8]([CH2:47][CH3:48])[CH2:9][CH2:10][C:11]1[N:12]([CH3:46])[C:13]2[CH:14]=[C:15]3[CH:24]=[CH:23][CH2:22][C:21]4[C:25]([OH:45])=[C:26]([C:41]([O:43]C)=[O:42])[C:27](=[O:40])[N:28]([CH2:29][C:30]5[CH:35]=[CH:34][C:33]([O:36][CH3:37])=[CH:32][C:31]=5[O:38][CH3:39])[C:20]=4[C:16]3=[CH:17][C:18]=2[CH:19]=1)=[O:7])([CH3:4])([CH3:3])[CH3:2].[Li+].[I-].Cl. Product: [C:1]([O:5][C:6]([N:8]([CH2:47][CH3:48])[CH2:9][CH2:10][C:11]1[N:12]([CH3:46])[C:13]2[CH:14]=[C:15]3[CH:24]=[CH:23][CH2:22][C:21]4[C:25]([OH:45])=[C:26]([C:41]([OH:43])=[O:42])[C:27](=[O:40])[N:28]([CH2:29][C:30]5[CH:35]=[CH:34][C:33]([O:36][CH3:37])=[CH:32][C:31]=5[O:38][CH3:39])[C:20]=4[C:16]3=[CH:17][C:18]=2[CH:19]=1)=[O:7])([CH3:4])([CH3:3])[CH3:2]. The catalyst class is: 25. (10) Reactant: [Br:1][C:2]1[C:7]([N+:8]([O-])=O)=[C:6]([Br:11])[CH:5]=[C:4]([CH3:12])[N:3]=1.S(S([O-])=O)([O-])=O.[Na+].[Na+]. Product: [NH2:8][C:7]1[C:2]([Br:1])=[N:3][C:4]([CH3:12])=[CH:5][C:6]=1[Br:11]. The catalyst class is: 364.